From a dataset of Reaction yield outcomes from USPTO patents with 853,638 reactions. Predict the reaction yield, written as a fraction of the theoretical maximum amount of product (1.0 means a 100% yield; for example, 0.34 means a 34% yield). (1) The reactants are Br.[Br:2][CH2:3][CH2:4][CH2:5][NH2:6].C(N(CC)CC)C.[CH3:14][C:15]([CH3:20])([CH3:19])[C:16](Cl)=[O:17]. The catalyst is C(Cl)Cl. The product is [Br:2][CH2:3][CH2:4][CH2:5][NH:6][C:16](=[O:17])[C:15]([CH3:20])([CH3:19])[CH3:14]. The yield is 0.550. (2) The reactants are [H-].[Na+].[NH:3]1[CH:7]=[CH:6][CH:5]=[CH:4]1.F[S:9]([C:12]1[N:13]=[N:14][C:15]([O:18][CH3:19])=[CH:16][CH:17]=1)(=[O:11])=[O:10]. The catalyst is CN(C=O)C. The product is [CH3:19][O:18][C:15]1[N:14]=[N:13][C:12]([S:9]([N:3]2[CH:7]=[CH:6][CH:5]=[CH:4]2)(=[O:11])=[O:10])=[CH:17][CH:16]=1. The yield is 0.300.